From a dataset of Reaction yield outcomes from USPTO patents with 853,638 reactions. Predict the reaction yield, written as a fraction of the theoretical maximum amount of product (1.0 means a 100% yield; for example, 0.34 means a 34% yield). The reactants are [C:1]([O:18]N1C(=O)CCC1=O)(=O)[CH2:2][CH2:3][CH2:4][CH2:5][CH2:6][CH2:7][CH2:8][CH2:9][CH2:10][CH2:11][CH2:12][CH2:13][CH2:14][CH2:15][CH3:16].[NH2:26][CH2:27][C:28]([OH:30])=[O:29].C(N(CC)CC)C.Cl. The catalyst is CN(C=O)C.O. The product is [NH:26]([C:1]([CH2:2][CH2:3][CH2:4][CH2:5][CH2:6][CH2:7][CH2:8][CH2:9][CH2:10][CH2:11][CH2:12][CH2:13][CH2:14][CH2:15][CH3:16])=[O:18])[CH2:27][C:28]([OH:30])=[O:29]. The yield is 0.670.